Dataset: Forward reaction prediction with 1.9M reactions from USPTO patents (1976-2016). Task: Predict the product of the given reaction. (1) Given the reactants [F:1][C:2]([F:39])([F:38])[C:3]1[CH:4]=[C:5]([C@H:13]2[O:17][C:16](=[O:18])[N:15]([CH2:19][C:20]3[C:25]([C:26]4[C:27]([CH3:32])=[N:28][O:29][C:30]=4[CH3:31])=[CH:24][N:23]=[C:22](S(C)(=O)=O)[N:21]=3)[C@H:14]2[CH3:37])[CH:6]=[C:7]([C:9]([F:12])([F:11])[F:10])[CH:8]=1.[CH:40]1([NH2:44])[CH2:43][CH2:42]C1, predict the reaction product. The product is: [N:44]1([C:22]2[N:21]=[C:20]([CH2:19][N:15]3[C@@H:14]([CH3:37])[C@@H:13]([C:5]4[CH:4]=[C:3]([C:2]([F:39])([F:38])[F:1])[CH:8]=[C:7]([C:9]([F:12])([F:11])[F:10])[CH:6]=4)[O:17][C:16]3=[O:18])[C:25]([C:26]3[C:27]([CH3:32])=[N:28][O:29][C:30]=3[CH3:31])=[CH:24][N:23]=2)[CH2:40][CH2:43][CH2:42]1. (2) Given the reactants C([O:3][N:4]=[C:5]([C:22]1[CH:27]=[CH:26][CH:25]=[CH:24][CH:23]=1)[CH2:6][CH2:7][N:8]1[CH2:13][CH2:12][N:11]([C:14]2[CH:19]=[CH:18][CH:17]=[C:16]([O:20][CH3:21])[CH:15]=2)[CH2:10][CH2:9]1)C.N, predict the reaction product. The product is: [CH3:21][O:20][C:16]1[CH:15]=[C:14]([N:11]2[CH2:10][CH2:9][N:8]([CH2:7][CH2:6][C:5]([C:22]3[CH:27]=[CH:26][CH:25]=[CH:24][CH:23]=3)=[N:4][OH:3])[CH2:13][CH2:12]2)[CH:19]=[CH:18][CH:17]=1. (3) Given the reactants [CH3:1][C:2](=[O:7])[C:3]([CH3:6])([CH3:5])[CH3:4].C([N-]C(C)C)(C)C.[Li+].CCCCCC.[CH:22](=[O:27])[C:23]([CH3:26])([CH3:25])[CH3:24], predict the reaction product. The product is: [OH:7][CH:2]([C:3]([CH3:6])([CH3:5])[CH3:4])[CH2:1][C:22](=[O:27])[C:23]([CH3:26])([CH3:25])[CH3:24]. (4) Given the reactants [F:1][C:2]1[C:10]([O:11][C:12]2[C:21]3[C:16](=[CH:17][C:18]([O:24][CH2:25][C:26]4([C:29]([OH:31])=O)[CH2:28][CH2:27]4)=[C:19]([O:22][CH3:23])[CH:20]=3)[N:15]=[CH:14][CH:13]=2)=[CH:9][CH:8]=[C:7]2[C:3]=1[CH:4]=[C:5]([CH3:32])[NH:6]2.C[CH2:34][N:35](C(C)C)[CH:36](C)C.C(Cl)CCl.C1C=CC2N(O)N=NC=2C=1.Cl.CNC, predict the reaction product. The product is: [F:1][C:2]1[C:10]([O:11][C:12]2[C:21]3[C:16](=[CH:17][C:18]([O:24][CH2:25][C:26]4([C:29]([N:35]([CH3:36])[CH3:34])=[O:31])[CH2:28][CH2:27]4)=[C:19]([O:22][CH3:23])[CH:20]=3)[N:15]=[CH:14][CH:13]=2)=[CH:9][CH:8]=[C:7]2[C:3]=1[CH:4]=[C:5]([CH3:32])[NH:6]2. (5) The product is: [Cl:23][CH2:24][S:25]([NH:1][C:2]1[CH:3]=[C:4]([C:13]([O:15][CH3:16])=[O:14])[CH:5]=[C:6]2[C:10]=1[NH:9][CH:8]=[C:7]2[CH2:11][CH3:12])(=[O:27])=[O:26]. Given the reactants [NH2:1][C:2]1[CH:3]=[C:4]([C:13]([O:15][CH3:16])=[O:14])[CH:5]=[C:6]2[C:10]=1[NH:9][CH:8]=[C:7]2[CH2:11][CH3:12].N1C=CC=CC=1.[Cl:23][CH2:24][S:25](Cl)(=[O:27])=[O:26], predict the reaction product. (6) Given the reactants FC(F)(F)C(O)=O.[CH:8]12[CH:13]([CH2:14][N:15]([C:23]3[CH:28]=[CH:27][C:26]([N:29]4[CH2:34][CH2:33][O:32][CH2:31][CH2:30]4)=[C:25]([F:35])[CH:24]=3)[C:16]([C:18]3[S:19][CH:20]=[CH:21][CH:22]=3)=[O:17])[CH:12]1[CH2:11][NH:10][CH2:9]2.[CH:36](=O)[C:37]1[CH:42]=[CH:41][CH:40]=[CH:39][CH:38]=1, predict the reaction product. The product is: [CH2:36]([N:10]1[CH2:11][CH:12]2[CH:8]([CH:13]2[CH2:14][N:15]([C:23]2[CH:28]=[CH:27][C:26]([N:29]3[CH2:34][CH2:33][O:32][CH2:31][CH2:30]3)=[C:25]([F:35])[CH:24]=2)[C:16]([C:18]2[S:19][CH:20]=[CH:21][CH:22]=2)=[O:17])[CH2:9]1)[C:37]1[CH:42]=[CH:41][CH:40]=[CH:39][CH:38]=1. (7) Given the reactants [Si]([O:8][CH2:9][CH:10]1[CH2:28][CH2:27][N:13]2[C:14]3[C:19]([C:20]([C:21](=O)[C:22](OC)=[O:23])=[C:12]2[CH2:11]1)=[CH:18][CH:17]=[CH:16][CH:15]=3)(C(C)(C)C)(C)C.[S:29]1[C:33]2[NH:34][CH:35]=[C:36]([CH2:37][C:38]([NH2:40])=[O:39])[C:32]=2[CH:31]=[CH:30]1.CC([O-])(C)C.[K+].Cl, predict the reaction product. The product is: [OH:8][CH2:9][CH:10]1[CH2:28][CH2:27][N:13]2[C:14]3[C:19]([C:20]([C:21]4[C:22](=[O:23])[NH:40][C:38](=[O:39])[C:37]=4[C:36]4[C:32]5[CH:31]=[CH:30][S:29][C:33]=5[NH:34][CH:35]=4)=[C:12]2[CH2:11]1)=[CH:18][CH:17]=[CH:16][CH:15]=3. (8) Given the reactants [CH:1]1[C:14]2[C:13](=[O:15])[C:12]3[C:7](=[CH:8][CH:9]=[CH:10][CH:11]=3)[S:6][C:5]=2[CH:4]=[CH:3][C:2]=1[C:16]([OH:18])=[O:17].O[CH2:20][CH2:21][O:22][C:23](=[O:27])[C:24]([CH3:26])=[CH2:25].C1(C)C=CC(S(O)(=O)=O)=CC=1.CN(C)C1C=CN=CC=1.C1(N=C=NC2CCCCC2)CCCCC1, predict the reaction product. The product is: [C:23]([O:22][CH2:21][CH2:20][O:17][C:16]([C:2]1[CH:3]=[CH:4][C:5]2[S:6][C:7]3[C:12](=[CH:11][CH:10]=[CH:9][CH:8]=3)[C:13](=[O:15])[C:14]=2[CH:1]=1)=[O:18])(=[O:27])[C:24]([CH3:26])=[CH2:25]. (9) Given the reactants [C:1]([O:7][CH2:8][CH3:9])(=[O:6])[CH2:2][C:3]([CH3:5])=O.[NH:10]1[CH2:14][CH2:13][CH2:12][CH2:11]1, predict the reaction product. The product is: [NH:10]1[CH2:14][CH2:13][CH2:12][CH:11]1[C:3]([CH3:5])=[CH:2][C:1]([O:7][CH2:8][CH3:9])=[O:6]. (10) Given the reactants [F:1][C:2]1[CH:7]=[CH:6][CH:5]=[CH:4][C:3]=1[N:8]1[C:12]([CH2:13][O:14][C:15]2[CH:23]=[CH:22][C:18]([C:19]([OH:21])=O)=[CH:17][N:16]=2)=[C:11]([CH3:24])[N:10]=[N:9]1.[CH:25]1([CH2:28][NH2:29])[CH2:27][CH2:26]1, predict the reaction product. The product is: [CH:25]1([CH2:28][NH:29][C:19](=[O:21])[C:18]2[CH:22]=[CH:23][C:15]([O:14][CH2:13][C:12]3[N:8]([C:3]4[CH:4]=[CH:5][CH:6]=[CH:7][C:2]=4[F:1])[N:9]=[N:10][C:11]=3[CH3:24])=[N:16][CH:17]=2)[CH2:27][CH2:26]1.